Dataset: Catalyst prediction with 721,799 reactions and 888 catalyst types from USPTO. Task: Predict which catalyst facilitates the given reaction. (1) Reactant: [F:1]C(F)(S(F)(=O)=O)C(F)(F)C(F)(F)C(F)(F)F.N12CCCN=C1CCCCC2.[Cl:29][C:30]1[CH:31]=[CH:32][C:33]([O:38][CH2:39][C@H:40](O)[CH2:41][O:42][C:43]([C:56]2[CH:61]=[CH:60][CH:59]=[CH:58][CH:57]=2)([C:50]2[CH:55]=[CH:54][CH:53]=[CH:52][CH:51]=2)[C:44]2[CH:49]=[CH:48][CH:47]=[CH:46][CH:45]=2)=[C:34]([CH:37]=1)[C:35]#[N:36].[OH-].[Na+]. Product: [Cl:29][C:30]1[CH:31]=[CH:32][C:33]([O:38][CH2:39][C@@H:40]([F:1])[CH2:41][O:42][C:43]([C:56]2[CH:61]=[CH:60][CH:59]=[CH:58][CH:57]=2)([C:50]2[CH:55]=[CH:54][CH:53]=[CH:52][CH:51]=2)[C:44]2[CH:49]=[CH:48][CH:47]=[CH:46][CH:45]=2)=[C:34]([CH:37]=1)[C:35]#[N:36]. The catalyst class is: 11. (2) Reactant: [Cl:1][C:2]1[CH:11]=[C:10]2[C:5]([C:6]([OH:18])=[C:7](C(OCC)=O)[C:8](=[O:12])[NH:9]2)=[CH:4][C:3]=1[C:19]1[CH:20]=[C:21]2[C:25](=[CH:26][CH:27]=1)[N:24]([CH3:28])[CH:23]=[CH:22]2.[OH-].[Na+]. Product: [Cl:1][C:2]1[CH:11]=[C:10]2[C:5]([C:6]([OH:18])=[CH:7][C:8](=[O:12])[NH:9]2)=[CH:4][C:3]=1[C:19]1[CH:20]=[C:21]2[C:25](=[CH:26][CH:27]=1)[N:24]([CH3:28])[CH:23]=[CH:22]2. The catalyst class is: 8. (3) Reactant: [C:1]([C:4]1[CH:5]=[CH:6][C:7]([OH:13])=[C:8]([CH:12]=1)[C:9]([OH:11])=[O:10])(=[O:3])[CH3:2].I[CH2:15][CH3:16].[CH3:17][CH2:18]N(C(C)C)C(C)C. Product: [CH2:17]([O:10][C:9](=[O:11])[C:8]1[CH:12]=[C:4]([C:1](=[O:3])[CH3:2])[CH:5]=[CH:6][C:7]=1[O:13][CH2:15][CH3:16])[CH3:18]. The catalyst class is: 3. (4) Reactant: [CH3:1][N:2]([CH3:18])[CH2:3][CH2:4][N:5]([CH3:17])[C:6](=[O:16])[C:7]1[CH:12]=[CH:11][C:10]([N+:13]([O-])=O)=[CH:9][CH:8]=1.[H][H]. Product: [NH2:13][C:10]1[CH:11]=[CH:12][C:7]([C:6]([N:5]([CH2:4][CH2:3][N:2]([CH3:1])[CH3:18])[CH3:17])=[O:16])=[CH:8][CH:9]=1. The catalyst class is: 19. (5) Reactant: Br.[Br:2][C:3]1[CH:12]=[CH:11][CH:10]=[C:9]2[C:4]=1[CH2:5][CH2:6][NH:7][CH2:8]2.[C:13](O[C:13]([O:15][C:16]([CH3:19])([CH3:18])[CH3:17])=[O:14])([O:15][C:16]([CH3:19])([CH3:18])[CH3:17])=[O:14].C(N(CC)CC)C. Product: [Br:2][C:3]1[CH:12]=[CH:11][CH:10]=[C:9]2[C:4]=1[CH2:5][CH2:6][N:7]([C:13]([O:15][C:16]([CH3:19])([CH3:18])[CH3:17])=[O:14])[CH2:8]2. The catalyst class is: 1. (6) Reactant: [C:1]1([P:7]([C:14]2[CH:19]=[CH:18][CH:17]=[CH:16][CH:15]=2)[C:8]2[CH:13]=[CH:12][CH:11]=[CH:10][CH:9]=2)[CH:6]=[CH:5][CH:4]=[CH:3][CH:2]=1.[Br:20][CH2:21][CH2:22][O:23][CH2:24][CH3:25]. Product: [Br-:20].[CH2:22]([O:23][CH2:24][CH2:25][P+:7]([C:1]1[CH:2]=[CH:3][CH:4]=[CH:5][CH:6]=1)([C:8]1[CH:13]=[CH:12][CH:11]=[CH:10][CH:9]=1)[C:14]1[CH:15]=[CH:16][CH:17]=[CH:18][CH:19]=1)[CH3:21]. The catalyst class is: 11. (7) Reactant: [H-].[Al+3].[Li+].[H-].[H-].[H-].[C:7]1([CH2:13][O:14][C:15]2[CH:26]=[CH:25][C:18]3[C:19](=O)[NH:20][CH2:21][CH2:22][O:23][C:17]=3[CH:16]=2)[CH:12]=[CH:11][CH:10]=[CH:9][CH:8]=1. Product: [C:7]1([CH2:13][O:14][C:15]2[CH:26]=[CH:25][C:18]3[CH2:19][NH:20][CH2:21][CH2:22][O:23][C:17]=3[CH:16]=2)[CH:8]=[CH:9][CH:10]=[CH:11][CH:12]=1. The catalyst class is: 1. (8) Reactant: [Cl-].[Al+3].[Cl-].[Cl-].[C:5](Cl)(=[O:7])[CH3:6].[CH3:9][O:10][C:11]1[CH:20]=[C:19]2[C:14]([CH2:15][CH2:16][CH2:17][C:18]2([CH3:22])[CH3:21])=[CH:13][CH:12]=1. Product: [CH3:9][O:10][C:11]1[C:12]([C:5](=[O:7])[CH3:6])=[CH:13][C:14]2[CH2:15][CH2:16][CH2:17][C:18]([CH3:22])([CH3:21])[C:19]=2[CH:20]=1. The catalyst class is: 4. (9) Reactant: [C:1]([O:5][C:6](=[O:16])[NH:7][C@@H:8]1[CH2:13][CH2:12][C@@H:11]([CH2:14][OH:15])[O:10][CH2:9]1)([CH3:4])([CH3:3])[CH3:2].CCN(C(C)C)C(C)C.N1C(=O)CC[C@H]1C(O)=O. Product: [C:1]([O:5][C:6](=[O:16])[NH:7][C@@H:8]1[CH2:13][CH2:12][C@@H:11]([CH:14]=[O:15])[O:10][CH2:9]1)([CH3:4])([CH3:2])[CH3:3]. The catalyst class is: 583. (10) Reactant: [N:1]1([C:17]([O:19][C:20]([CH3:23])([CH3:22])[CH3:21])=[O:18])[C:9]2[C:4](=[CH:5][CH:6]=[CH:7][C:8]=2[C:10]([O:12][C:13]([CH3:16])([CH3:15])[CH3:14])=[O:11])[CH2:3][CH2:2]1.[Br:24]N1C(=O)CCC1=O.O. Product: [Br:24][C:6]1[CH:5]=[C:4]2[C:9](=[C:8]([C:10]([O:12][C:13]([CH3:15])([CH3:16])[CH3:14])=[O:11])[CH:7]=1)[N:1]([C:17]([O:19][C:20]([CH3:23])([CH3:22])[CH3:21])=[O:18])[CH2:2][CH2:3]2. The catalyst class is: 4.